This data is from Peptide-MHC class I binding affinity with 185,985 pairs from IEDB/IMGT. The task is: Regression. Given a peptide amino acid sequence and an MHC pseudo amino acid sequence, predict their binding affinity value. This is MHC class I binding data. (1) The peptide sequence is RAAPLMQSL. The MHC is HLA-B58:01 with pseudo-sequence HLA-B58:01. The binding affinity (normalized) is 0.686. (2) The peptide sequence is SRLKPSSFK. The MHC is HLA-A69:01 with pseudo-sequence HLA-A69:01. The binding affinity (normalized) is 0.0847.